This data is from Forward reaction prediction with 1.9M reactions from USPTO patents (1976-2016). The task is: Predict the product of the given reaction. Given the reactants O1CCC(N2C=C([C:12]3[CH:13]=[C:14]([C:18]4[CH:23]=[C:22]([NH2:24])[N:21]=[C:20]([C:25]5[CH:30]=[CH:29][CH:28]=[CH:27][N:26]=5)[CH:19]=4)[CH:15]=[N:16][CH:17]=3)C=N2)CC1.[C:31]([N:35]1[CH2:40][CH2:39][N:38]([CH2:41][C:42]2[CH:47]=[CH:46][C:45](B(O)O)=[CH:44][CH:43]=2)[CH2:37][CH2:36]1)([CH3:34])([CH3:33])[CH3:32], predict the reaction product. The product is: [C:31]([N:35]1[CH2:40][CH2:39][N:38]([CH2:41][C:42]2[CH:47]=[CH:46][C:45]([C:12]3[CH:13]=[C:14]([C:18]4[CH:23]=[C:22]([NH2:24])[N:21]=[C:20]([C:25]5[CH:30]=[CH:29][CH:28]=[CH:27][N:26]=5)[CH:19]=4)[CH:15]=[N:16][CH:17]=3)=[CH:44][CH:43]=2)[CH2:37][CH2:36]1)([CH3:34])([CH3:33])[CH3:32].